From a dataset of Forward reaction prediction with 1.9M reactions from USPTO patents (1976-2016). Predict the product of the given reaction. (1) Given the reactants [Br:1][C:2]1[C:10]2[O:9][CH:8]([CH3:11])[CH2:7][C:6]=2[C:5]([Cl:12])=[C:4]([C:13]([C:15]2[CH:20]=[CH:19][C:18]([O:21][CH2:22][CH3:23])=[CH:17][CH:16]=2)=O)[CH:3]=1.C([SiH](CC)CC)C.B(F)(F)F.CCOCC.C([O-])([O-])=O.[K+].[K+], predict the reaction product. The product is: [Br:1][C:2]1[C:10]2[O:9][CH:8]([CH3:11])[CH2:7][C:6]=2[C:5]([Cl:12])=[C:4]([CH2:13][C:15]2[CH:16]=[CH:17][C:18]([O:21][CH2:22][CH3:23])=[CH:19][CH:20]=2)[CH:3]=1. (2) The product is: [C:16]1([C:2]2[C:3]3[CH:15]=[CH:14][CH:13]=[CH:12][C:4]=3[S:5][C:6]=2[C:7]2[NH:8][CH2:9][CH2:10][N:11]=2)[CH:21]=[CH:20][CH:19]=[CH:18][CH:17]=1. Given the reactants Cl[C:2]1[C:3]2[CH:15]=[CH:14][CH:13]=[CH:12][C:4]=2[S:5][C:6]=1[C:7]1[NH:8][CH2:9][CH2:10][N:11]=1.[C:16]1(B(O)O)[CH:21]=[CH:20][CH:19]=[CH:18][CH:17]=1, predict the reaction product. (3) Given the reactants [Li+].[Cl-].[CH:3]([Mg]Cl)([CH3:5])[CH3:4].[N:8]1[CH:13]=[C:12]([C:14]([C:16]2[CH:21]=[CH:20][C:19]([O:22][C:23]3[CH:28]=[CH:27][C:26]([C:29]([F:32])([F:31])[F:30])=[CH:25][CH:24]=3)=[CH:18][N:17]=2)=[O:15])[CH:11]=[N:10][CH:9]=1, predict the reaction product. The product is: [CH3:4][CH:3]([CH3:5])[C:14]([C:12]1[CH:13]=[N:8][CH:9]=[N:10][CH:11]=1)([C:16]1[CH:21]=[CH:20][C:19]([O:22][C:23]2[CH:28]=[CH:27][C:26]([C:29]([F:32])([F:30])[F:31])=[CH:25][CH:24]=2)=[CH:18][N:17]=1)[OH:15]. (4) Given the reactants C1(P(C2C=CC=CC=2)C2C=CC=CC=2)C=CC=CC=1.C(N(CC)CC)C.Br[C:28]1[C:36]2[N:35]3[CH2:37][CH2:38][NH:39][C:40](=[O:41])[C:34]3=[C:33]([CH3:42])[C:32]=2[CH:31]=[C:30]([F:43])[CH:29]=1.[C:44]([Si:46]([CH3:49])([CH3:48])[CH3:47])#[CH:45], predict the reaction product. The product is: [F:43][C:30]1[CH:29]=[C:28]([C:45]#[C:44][Si:46]([CH3:49])([CH3:48])[CH3:47])[C:36]2[N:35]3[CH2:37][CH2:38][NH:39][C:40](=[O:41])[C:34]3=[C:33]([CH3:42])[C:32]=2[CH:31]=1. (5) Given the reactants S(=O)(=O)(O)O.[Cl:6][C:7]1[CH:8]=[C:9]([C@@H:13]2[C@@H:18]([C:19]3[CH:24]=[CH:23][C:22]([Cl:25])=[CH:21][CH:20]=3)[N:17]([CH2:26][CH:27]3[CH2:29][CH2:28]3)[C:16](=[O:30])[C:15]([CH2:38][CH2:39][OH:40])([CH2:31][CH2:32][N:33]3[CH2:37][CH2:36][CH2:35][CH2:34]3)[CH2:14]2)[CH:10]=[CH:11][CH:12]=1.CC(C)=[O:43].OS(O)(=O)=O.O=[Cr](=O)=O, predict the reaction product. The product is: [Cl:6][C:7]1[CH:8]=[C:9]([C@@H:13]2[C@@H:18]([C:19]3[CH:24]=[CH:23][C:22]([Cl:25])=[CH:21][CH:20]=3)[N:17]([CH2:26][CH:27]3[CH2:28][CH2:29]3)[C:16](=[O:30])[C@:15]([CH2:38][C:39]([OH:43])=[O:40])([CH2:31][CH2:32][N:33]3[CH2:37][CH2:36][CH2:35][CH2:34]3)[CH2:14]2)[CH:10]=[CH:11][CH:12]=1. (6) Given the reactants [OH-].[Na+].C1C(=O)N(O)C(=O)C1S([O-])(=O)=O.[Na+].C(Cl)CCl.Cl.[OH:21][CH:22]1[O:30][C@H:29]([CH2:31][OH:32])[C@@H:27]([OH:28])[C@H:25]([OH:26])[C@H:23]1N, predict the reaction product. The product is: [O:21]=[CH:22][CH2:23][C@H:25]([C@@H:27]([C@@H:29]([CH2:31][OH:32])[OH:30])[OH:28])[OH:26]. (7) The product is: [CH3:2][O:3][C:4](=[O:17])[C:5]1[CH:6]=[CH:7][C:8]([CH:11]2[CH2:16][CH2:15][CH2:14][CH2:13][N:12]2[C:26]([O:28][C:29]([CH3:32])([CH3:31])[CH3:30])=[O:25])=[CH:9][CH:10]=1. Given the reactants Cl.[CH3:2][O:3][C:4](=[O:17])[C:5]1[CH:10]=[CH:9][C:8]([CH:11]2[CH2:16][CH2:15][CH2:14][CH2:13][NH:12]2)=[CH:7][CH:6]=1.C(N(CC)CC)C.[O:25](C(OC(C)(C)C)=O)[C:26]([O:28][C:29]([CH3:32])([CH3:31])[CH3:30])=O, predict the reaction product. (8) Given the reactants [C:1]([C:3]1[CH:11]=[CH:10][C:9]2[NH:8][C:7]3[CH:12]([CH2:15][C:16]([O:18][CH3:19])=[O:17])[CH2:13][CH2:14][C:6]=3[C:5]=2[CH:4]=1)#[N:2].[NH2:20][OH:21], predict the reaction product. The product is: [OH:21][NH:20][C:1]([C:3]1[CH:11]=[CH:10][C:9]2[NH:8][C:7]3[CH:12]([CH2:15][C:16]([O:18][CH3:19])=[O:17])[CH2:13][CH2:14][C:6]=3[C:5]=2[CH:4]=1)=[NH:2]. (9) The product is: [Br-:22].[C:17]([C:14]1[CH:15]=[CH:16][C:11]([C@H:10]2[N:9]3[C:23](=[O:26])[NH:24][N:25]=[C:8]3[N:7]([C:27]3[CH:32]=[CH:31][CH:30]=[C:29]([C:33]([F:34])([F:36])[F:35])[CH:28]=3)[C:6]([CH3:37])=[C:5]2[C:3]([O:2][CH3:1])=[O:4])=[C:12]([CH2:19][CH2:20][CH2:21][N+:38]2[CH:43]=[CH:42][CH:41]=[CH:40][CH:39]=2)[CH:13]=1)#[N:18]. Given the reactants [CH3:1][O:2][C:3]([C:5]1[C@@H:10]([C:11]2[CH:16]=[CH:15][C:14]([C:17]#[N:18])=[CH:13][C:12]=2[CH2:19][CH2:20][CH2:21][Br:22])[N:9]2[C:23](=[O:26])[NH:24][N:25]=[C:8]2[N:7]([C:27]2[CH:32]=[CH:31][CH:30]=[C:29]([C:33]([F:36])([F:35])[F:34])[CH:28]=2)[C:6]=1[CH3:37])=[O:4].[N:38]1[CH:43]=[CH:42][CH:41]=[CH:40][CH:39]=1, predict the reaction product. (10) Given the reactants [Br:1][C:2]1[CH:3]=[C:4]2[C:8](=[CH:9][CH:10]=1)[NH:7][C:6](=[O:11])[C:5]12[O:16][CH2:15][CH2:14][CH2:13][O:12]1.[OH-].[CH2:18]([N+:25](C)(C)C)[C:19]1C=CC=C[CH:20]=1.C(#N)C=C, predict the reaction product. The product is: [Br:1][C:2]1[CH:3]=[C:4]2[C:8](=[CH:9][CH:10]=1)[N:7]([CH2:20][CH2:19][C:18]#[N:25])[C:6](=[O:11])[C:5]12[O:16][CH2:15][CH2:14][CH2:13][O:12]1.